From a dataset of NCI-60 drug combinations with 297,098 pairs across 59 cell lines. Regression. Given two drug SMILES strings and cell line genomic features, predict the synergy score measuring deviation from expected non-interaction effect. (1) Drug 1: COC1=NC(=NC2=C1N=CN2C3C(C(C(O3)CO)O)O)N. Drug 2: C1CNP(=O)(OC1)N(CCCl)CCCl. Cell line: UACC62. Synergy scores: CSS=5.87, Synergy_ZIP=-0.657, Synergy_Bliss=1.76, Synergy_Loewe=1.71, Synergy_HSA=0.440. (2) Drug 1: C1CC(C1)(C(=O)O)C(=O)O.[NH2-].[NH2-].[Pt+2]. Drug 2: CC1=C2C(C(=O)C3(C(CC4C(C3C(C(C2(C)C)(CC1OC(=O)C(C(C5=CC=CC=C5)NC(=O)C6=CC=CC=C6)O)O)OC(=O)C7=CC=CC=C7)(CO4)OC(=O)C)O)C)OC(=O)C. Cell line: KM12. Synergy scores: CSS=25.1, Synergy_ZIP=2.36, Synergy_Bliss=0.203, Synergy_Loewe=-17.1, Synergy_HSA=-0.117.